Predict which catalyst facilitates the given reaction. From a dataset of Catalyst prediction with 721,799 reactions and 888 catalyst types from USPTO. (1) Reactant: C(OC(=O)C[C@@H](N1[CH:29]=[CH:28][C:27]([C:30]2[CH:35]=[CH:34][C:33]([C:36]3[CH:41]=[CH:40][C:39]([C:42]#[N:43])=[CH:38][CH:37]=3)=[CH:32][CH:31]=2)=[CH:26]1)C(N[C@@H](CC1C=CC=CC=1)CO)=O)C1C=CC=CC=1.FC(F)(F)C(O)=[O:48].[CH2:52]([O:59][C:60](=[O:74])[CH2:61][C@@H:62]([NH2:73])[C:63]([NH:65][CH:66]([CH2:71][OH:72])[C:67]([CH3:70])([CH3:69])[CH3:68])=[O:64])[C:53]1[CH:58]=[CH:57][CH:56]=[CH:55][CH:54]=1. Product: [CH2:52]([O:59][C:60](=[O:74])[CH2:61][C@@H:62]([N:73]1[CH:29]=[CH:28][C:27]([C:30]2[CH:35]=[CH:34][C:33]([C:36]3[CH:41]=[CH:40][C:39]([C:42](=[O:48])[NH2:43])=[CH:38][CH:37]=3)=[CH:32][CH:31]=2)=[CH:26]1)[C:63]([NH:65][C@H:66]([CH2:71][OH:72])[C:67]([CH3:70])([CH3:69])[CH3:68])=[O:64])[C:53]1[CH:54]=[CH:55][CH:56]=[CH:57][CH:58]=1. The catalyst class is: 26. (2) Reactant: [CH2:1]([N:8]1[C:20]2[CH:19]=[C:18]3[C:13]([CH:14]=[CH:15][N:16]=[C:17]3[N:21]3[CH2:26][CH2:25][NH:24][CH2:23][CH2:22]3)=[CH:12][C:11]=2[CH2:10][CH2:9]1)[C:2]1[CH:7]=[CH:6][CH:5]=[CH:4][CH:3]=1.[F:27][C:28]([F:39])([F:38])[C:29](OC1C=CC=CN=1)=[O:30]. Product: [CH2:1]([N:8]1[C:20]2[CH:19]=[C:18]3[C:13]([CH:14]=[CH:15][N:16]=[C:17]3[N:21]3[CH2:22][CH2:23][N:24]([C:29](=[O:30])[C:28]([F:39])([F:38])[F:27])[CH2:25][CH2:26]3)=[CH:12][C:11]=2[CH2:10][CH2:9]1)[C:2]1[CH:7]=[CH:6][CH:5]=[CH:4][CH:3]=1. The catalyst class is: 1. (3) Reactant: [CH3:1][O:2][C:3]1[C:4]([CH3:18])=[C:5](OS(C(F)(F)F)(=O)=O)[C:6]([CH3:9])=[CH:7][CH:8]=1.[CH3:19][O:20][C:21](=[O:51])[CH2:22][C@H:23]1[C:27]2[CH:28]=[CH:29][C:30]([O:32][C@H:33]3[C:41]4[C:36](=[C:37](B5OC(C)(C)C(C)(C)O5)[CH:38]=[CH:39][CH:40]=4)[CH2:35][CH2:34]3)=[CH:31][C:26]=2[O:25][CH2:24]1. Product: [CH3:19][O:20][C:21](=[O:51])[CH2:22][C@H:23]1[C:27]2[CH:28]=[CH:29][C:30]([O:32][C@H:33]3[C:41]4[C:36](=[C:37]([C:5]5[C:6]([CH3:9])=[CH:7][CH:8]=[C:3]([O:2][CH3:1])[C:4]=5[CH3:18])[CH:38]=[CH:39][CH:40]=4)[CH2:35][CH2:34]3)=[CH:31][C:26]=2[O:25][CH2:24]1. The catalyst class is: 207. (4) Reactant: Cl[CH2:2][CH:3]1[CH2:7][O:6][C:5](=[O:8])[O:4]1.[O-:9][CH2:10][CH3:11].[Na+]. Product: [C:5](=[O:8])([O:6][CH2:7][CH:3]1[O:4][CH2:2]1)[O:9][CH2:10][CH3:11]. The catalyst class is: 7.